From a dataset of Reaction yield outcomes from USPTO patents with 853,638 reactions. Predict the reaction yield, written as a fraction of the theoretical maximum amount of product (1.0 means a 100% yield; for example, 0.34 means a 34% yield). (1) The reactants are [CH3:1][C:2]1[CH:7]=[CH:6][C:5]([NH:8][C:9](=[O:23])[C:10]2[CH:15]=[CH:14][C:13]([CH2:16][N:17]3[CH2:22][CH2:21][NH:20][CH2:19][CH2:18]3)=[CH:12][CH:11]=2)=[CH:4][C:3]=1[NH:24][C:25]1[N:30]=[C:29]([C:31]2[CH:32]=[N:33][CH:34]=[CH:35][CH:36]=2)[CH:28]=[CH:27][N:26]=1.[CH2:37]([O:39][C:40](=[O:56])[CH:41]([O:43][P:44]([CH2:53][CH:54]=O)([O:46][C:47]1[CH:52]=[CH:51][CH:50]=[CH:49][CH:48]=1)=[O:45])[CH3:42])[CH3:38].[BH3-]C#N.[Na+]. The catalyst is C(O)(=O)C.CN(C=O)C. The product is [CH2:37]([O:39][C:40](=[O:56])[CH:41]([O:43][P:44]([CH2:53][CH2:54][N:20]1[CH2:19][CH2:18][N:17]([CH2:16][C:13]2[CH:12]=[CH:11][C:10]([C:9](=[O:23])[NH:8][C:5]3[CH:6]=[CH:7][C:2]([CH3:1])=[C:3]([NH:24][C:25]4[N:30]=[C:29]([C:31]5[CH:32]=[N:33][CH:34]=[CH:35][CH:36]=5)[CH:28]=[CH:27][N:26]=4)[CH:4]=3)=[CH:15][CH:14]=2)[CH2:22][CH2:21]1)([O:46][C:47]1[CH:52]=[CH:51][CH:50]=[CH:49][CH:48]=1)=[O:45])[CH3:42])[CH3:38]. The yield is 0.260. (2) The reactants are [CH3:1][C:2]1[CH:7]=[C:6]([NH2:8])[CH:5]=[CH:4][N:3]=1.[Li]C(C)(C)C.[Si:14]([O:21][CH2:22][C@@H:23]([N:32]1[CH:37]=[CH:36][C:35]([C:38]2[CH:43]=[CH:42][N:41]=[C:40](S(C)(=O)=O)[N:39]=2)=[CH:34][C:33]1=[O:48])[C:24]1[CH:29]=[CH:28][C:27]([Cl:30])=[C:26]([F:31])[CH:25]=1)([C:17]([CH3:20])([CH3:19])[CH3:18])([CH3:16])[CH3:15].O. The catalyst is C1COCC1. The product is [Si:14]([O:21][CH2:22][C@@H:23]([N:32]1[CH:37]=[CH:36][C:35]([C:38]2[CH:43]=[CH:42][N:41]=[C:40]([NH:8][C:6]3[CH:5]=[CH:4][N:3]=[C:2]([CH3:1])[CH:7]=3)[N:39]=2)=[CH:34][C:33]1=[O:48])[C:24]1[CH:29]=[CH:28][C:27]([Cl:30])=[C:26]([F:31])[CH:25]=1)([C:17]([CH3:20])([CH3:18])[CH3:19])([CH3:16])[CH3:15]. The yield is 0.380. (3) The reactants are Br.[NH:2]1[CH2:6][CH2:5][N:4]=[C:3]1[C:7]1[CH:13]=[CH:12][CH:11]=[CH:10][C:8]=1[NH2:9].Cl.NO. The catalyst is O.[O-2].[O-2].[Mn+4]. The product is [NH:2]1[CH:6]=[CH:5][N:4]=[C:3]1[C:7]1[CH:13]=[CH:12][CH:11]=[CH:10][C:8]=1[NH2:9]. The yield is 0.610. (4) The reactants are C(C1NC=CN=1)(C1NC=CN=1)=O.[CH2:13]([C:17]1[CH:25]=[CH:24][C:20]([C:21]([OH:23])=O)=[CH:19][CH:18]=1)[CH:14]([CH3:16])[CH3:15].O[N:27]=[C:28]([C:30]1[CH:35]=[CH:34][CH:33]=[C:32]([CH2:36][OH:37])[CH:31]=1)[NH2:29].[F-].C([N+](CCCC)(CCCC)CCCC)CCC. The catalyst is O.C1COCC1.[Cl-].[Na+].O.CN(C=O)C. The product is [CH2:13]([C:17]1[CH:18]=[CH:19][C:20]([C:21]2[O:23][N:29]=[C:28]([C:30]3[CH:31]=[C:32]([CH2:36][OH:37])[CH:33]=[CH:34][CH:35]=3)[N:27]=2)=[CH:24][CH:25]=1)[CH:14]([CH3:15])[CH3:16]. The yield is 0.290.